This data is from Forward reaction prediction with 1.9M reactions from USPTO patents (1976-2016). The task is: Predict the product of the given reaction. (1) The product is: [Br:1][C:2]1[CH:10]=[CH:9][C:5]([C:6]([NH:15][CH:12]2[CH2:14][CH2:13]2)=[O:8])=[C:4]([F:11])[CH:3]=1. Given the reactants [Br:1][C:2]1[CH:10]=[CH:9][C:5]([C:6]([OH:8])=O)=[C:4]([F:11])[CH:3]=1.[CH:12]1([NH2:15])[CH2:14][CH2:13]1, predict the reaction product. (2) Given the reactants P(Cl)(Cl)([Cl:3])=O.[N+:6]([C:9]1[CH:10]=[N:11][C:12]2[C:17]([C:18]=1O)=[N:16][CH:15]=[CH:14][CH:13]=2)([O-:8])=[O:7], predict the reaction product. The product is: [Cl:3][C:18]1[C:17]2[C:12](=[CH:13][CH:14]=[CH:15][N:16]=2)[N:11]=[CH:10][C:9]=1[N+:6]([O-:8])=[O:7]. (3) Given the reactants C([O:8][C:9]1[CH:14]=[CH:13][C:12]([C:15]2[O:16][CH2:17][C:18]([CH3:21])([CH3:20])[N:19]=2)=[CH:11][CH:10]=1)C1C=CC=CC=1.[H][H], predict the reaction product. The product is: [CH3:20][C:18]1([CH3:21])[CH2:17][O:16][C:15]([C:12]2[CH:13]=[CH:14][C:9]([OH:8])=[CH:10][CH:11]=2)=[N:19]1. (4) The product is: [F:1][C:2]1[CH:3]=[CH:4][C:5]([CH2:8][N:9]2[C:17]([CH3:18])=[N:14][C:13]([S:15][CH3:16])=[N:12][C:10]2=[O:11])=[CH:6][CH:7]=1. Given the reactants [F:1][C:2]1[CH:7]=[CH:6][C:5]([CH2:8][NH:9][C:10]([NH:12][C:13]([S:15][CH3:16])=[NH:14])=[O:11])=[CH:4][CH:3]=1.[C:17](OCC)(OCC)(OCC)[CH3:18], predict the reaction product. (5) Given the reactants [NH2:1][CH2:2][CH2:3][C:4]#[N:5].FC1C=C(C2SC(N)=NC=2C)C=CC=1S(C)(=O)=O.[N:24]1([C:29]2[CH:30]=[C:31]([C:39]3[S:43][C:42]([NH:44][C:45](N4C=CN=C4)=[O:46])=[N:41][C:40]=3[CH3:52])[CH:32]=[CH:33][C:34]=2[S:35]([CH3:38])(=[O:37])=[O:36])[CH:28]=[CH:27][N:26]=[CH:25]1, predict the reaction product. The product is: [C:4]([CH2:3][CH2:2][NH:1][C:45]([NH:44][C:42]1[S:43][C:39]([C:31]2[CH:32]=[CH:33][C:34]([S:35]([CH3:38])(=[O:37])=[O:36])=[C:29]([N:24]3[CH:28]=[CH:27][N:26]=[CH:25]3)[CH:30]=2)=[C:40]([CH3:52])[N:41]=1)=[O:46])#[N:5].